From a dataset of Reaction yield outcomes from USPTO patents with 853,638 reactions. Predict the reaction yield, written as a fraction of the theoretical maximum amount of product (1.0 means a 100% yield; for example, 0.34 means a 34% yield). (1) The reactants are [Cl:1][C:2]1[CH:7]=[C:6]([N+:8]([O-])=O)[C:5]([S:11][CH3:12])=[CH:4][C:3]=1[O:13][CH3:14].C(O)(=O)C.C([O-])([O-])=O.[Na+].[Na+]. The catalyst is O.[Fe]. The product is [Cl:1][C:2]1[C:3]([O:13][CH3:14])=[CH:4][C:5]([S:11][CH3:12])=[C:6]([CH:7]=1)[NH2:8]. The yield is 0.710. (2) The reactants are [H-].[Na+].[OH:3][C:4]1[CH:5]=[CH:6][C:7]([CH3:10])=[N:8][CH:9]=1.F[C:12]1[CH:17]=[CH:16][C:15]([N+:18]([O-:20])=[O:19])=[CH:14][C:13]=1C.[CH3:22]C(N(C)C)=O. No catalyst specified. The product is [CH3:10][C:7]1[CH:6]=[CH:5][C:4]([O:3][C:13]2[CH:12]=[CH:17][CH:16]=[C:15]([N+:18]([O-:20])=[O:19])[C:14]=2[CH3:22])=[CH:9][N:8]=1. The yield is 0.980. (3) The reactants are [CH3:1][C:2]1[N:7]=[C:6]2[O:8][CH2:9][CH2:10][O:11][C:5]2=[CH:4][CH:3]=1.ClC1C=CC=C(C(OO)=[O:20])C=1. The catalyst is ClCCl. The product is [CH3:1][C:2]1[N+:7]([O-:20])=[C:6]2[O:8][CH2:9][CH2:10][O:11][C:5]2=[CH:4][CH:3]=1. The yield is 0.690. (4) The catalyst is C(O)C. The reactants are Cl[CH2:2][C:3](=O)[CH3:4].[Cl:6][C:7]1[CH:8]=[C:9]([O:17][C:18]2[CH:23]=[CH:22][CH:21]=[CH:20][CH:19]=2)[C:10]([NH:13][C:14]([NH2:16])=[S:15])=[N:11][CH:12]=1.C(N(CC)CC)C. The product is [Cl:6][C:7]1[CH:8]=[C:9]([O:17][C:18]2[CH:19]=[CH:20][CH:21]=[CH:22][CH:23]=2)[C:10]([NH:13][C:14]2[S:15][CH:2]=[C:3]([CH3:4])[N:16]=2)=[N:11][CH:12]=1. The yield is 0.890. (5) The reactants are [CH2:1]1[CH:3]([C:4]([NH2:6])=[NH:5])[CH2:2]1.Cl.C(N(CC)CC)C.Cl[C:16](=[CH2:19])[C:17]#[N:18]. The catalyst is C(O)C. The product is [CH:3]1([C:4]2[N:6]=[C:17]([NH2:18])[CH:16]=[CH:19][N:5]=2)[CH2:2][CH2:1]1. The yield is 0.270. (6) The reactants are C[C:2]1[CH:7]=[CH:6][C:5]([NH2:8])=[CH:4][C:3]=1[N+:9]([O-:11])=[O:10].[O:12]=[C:13]1[C:22]2[C:17](=[CH:18][CH:19]=[C:20]([C:23](Cl)=[O:24])[CH:21]=2)[N:16]=[CH:15][NH:14]1.[CH3:26]N(C=O)C. No catalyst specified. The product is [CH3:26][C:6]1[CH:7]=[CH:2][C:3]([N+:9]([O-:11])=[O:10])=[CH:4][C:5]=1[NH:8][C:23]([C:20]1[CH:21]=[C:22]2[C:17](=[CH:18][CH:19]=1)[N:16]=[CH:15][NH:14][C:13]2=[O:12])=[O:24]. The yield is 0.820. (7) The catalyst is CCOC(C)=O.CN(C=O)C. The reactants are [F:1][C:2]1[CH:3]=[C:4]([C@H:8]2[CH2:12][CH2:11][CH2:10][N:9]2[C:13]2[CH:18]=[CH:17][N:16]3[N:19]=[CH:20][C:21]([NH2:22])=[C:15]3[N:14]=2)[CH:5]=[CH:6][CH:7]=1.[C:23](O)(=[O:30])[C:24]1[CH:29]=[CH:28][CH:27]=[N:26][CH:25]=1.CN(C(ON1N=NC2C=CC=NC1=2)=[N+](C)C)C.F[P-](F)(F)(F)(F)F.CCN(C(C)C)C(C)C. The yield is 0.740. The product is [F:1][C:2]1[CH:3]=[C:4]([C@H:8]2[CH2:12][CH2:11][CH2:10][N:9]2[C:13]2[CH:18]=[CH:17][N:16]3[N:19]=[CH:20][C:21]([NH:22][C:23](=[O:30])[C:24]4[CH:29]=[CH:28][CH:27]=[N:26][CH:25]=4)=[C:15]3[N:14]=2)[CH:5]=[CH:6][CH:7]=1. (8) The reactants are [Br:1][C:2]1[CH:17]=[CH:16][C:5]2[N:6]=[C:7]([C:9](=[C:12](OC)[CH3:13])[C:10]#[N:11])[S:8][C:4]=2[CH:3]=1.O.[NH2:19][NH2:20]. The catalyst is CO. The product is [Br:1][C:2]1[CH:17]=[CH:16][C:5]2[N:6]=[C:7]([C:9]3[C:12]([CH3:13])=[N:20][NH:19][C:10]=3[NH2:11])[S:8][C:4]=2[CH:3]=1. The yield is 0.0500. (9) The reactants are C([O:3][C:4](=[O:48])[CH2:5][CH2:6][CH2:7][O:8][C:9]1[CH:14]=[CH:13][CH:12]=[C:11]([CH2:15][CH2:16][CH2:17][CH2:18][CH2:19][CH2:20][O:21][C:22]2[CH:27]=[C:26]([O:28][CH2:29][CH3:30])[CH:25]=[C:24]([C:31]3[CH:40]=[CH:39][C:34]4[O:35][CH2:36][CH2:37][O:38][C:33]=4[CH:32]=3)[CH:23]=2)[C:10]=1[CH2:41][CH2:42][C:43]([O:45]CC)=[O:44])C.[OH-].[Na+]. No catalyst specified. The product is [C:43]([CH2:42][CH2:41][C:10]1[C:11]([CH2:15][CH2:16][CH2:17][CH2:18][CH2:19][CH2:20][O:21][C:22]2[CH:27]=[C:26]([O:28][CH2:29][CH3:30])[CH:25]=[C:24]([C:31]3[CH:40]=[CH:39][C:34]4[O:35][CH2:36][CH2:37][O:38][C:33]=4[CH:32]=3)[CH:23]=2)=[CH:12][CH:13]=[CH:14][C:9]=1[O:8][CH2:7][CH2:6][CH2:5][C:4]([OH:48])=[O:3])([OH:45])=[O:44]. The yield is 0.990. (10) The reactants are [CH3:1][O:2][C:3]1[CH:4]=[C:5]([NH:11][C:12](=[O:17])[C:13]([F:16])([F:15])[F:14])[CH:6]=[C:7]([O:9][CH3:10])[CH:8]=1.[Sn](Cl)(Cl)(Cl)Cl.[C:23](Cl)(=[O:25])[CH3:24].O. The catalyst is ClC(Cl)C. The product is [C:23]([C:8]1[C:7]([O:9][CH3:10])=[CH:6][C:5]([NH:11][C:12](=[O:17])[C:13]([F:14])([F:16])[F:15])=[CH:4][C:3]=1[O:2][CH3:1])(=[O:25])[CH3:24]. The yield is 0.130.